This data is from Forward reaction prediction with 1.9M reactions from USPTO patents (1976-2016). The task is: Predict the product of the given reaction. (1) Given the reactants C1C=CC2N(O)N=NC=2C=1.CCN(C(C)C)C(C)C.[C:20]1([C:33]2[CH:38]=[CH:37][CH:36]=[CH:35][CH:34]=2)[CH:25]=[CH:24][C:23]([NH:26][C:27](=[O:32])[CH2:28][C:29]([OH:31])=O)=[CH:22][CH:21]=1.CCN=C=NCCCN(C)C.Cl.Cl.[N:52]1([C:58]([C:60]2[CH:65]=[CH:64][CH:63]=[CH:62][C:61]=2[C:66]([F:69])([F:68])[F:67])=[O:59])[CH2:57][CH2:56][NH:55][CH2:54][CH2:53]1, predict the reaction product. The product is: [C:20]1([C:33]2[CH:38]=[CH:37][CH:36]=[CH:35][CH:34]=2)[CH:21]=[CH:22][C:23]([NH:26][C:27](=[O:32])[CH2:28][C:29](=[O:31])[N:55]2[CH2:56][CH2:57][N:52]([C:58](=[O:59])[C:60]3[CH:65]=[CH:64][CH:63]=[CH:62][C:61]=3[C:66]([F:69])([F:67])[F:68])[CH2:53][CH2:54]2)=[CH:24][CH:25]=1. (2) Given the reactants Br[CH2:2][C:3]([C:5]1[C:10]([CH3:11])=[CH:9][C:8]([O:12][C:13]2[CH:18]=[CH:17][C:16]([O:19][CH3:20])=[CH:15][CH:14]=2)=[CH:7][C:6]=1[CH3:21])=O.[NH2:22][C:23]([NH2:25])=[S:24], predict the reaction product. The product is: [CH3:20][O:19][C:16]1[CH:17]=[CH:18][C:13]([O:12][C:8]2[CH:9]=[C:10]([CH3:11])[C:5]([C:3]3[N:22]=[C:23]([NH2:25])[S:24][CH:2]=3)=[C:6]([CH3:21])[CH:7]=2)=[CH:14][CH:15]=1.